This data is from Catalyst prediction with 721,799 reactions and 888 catalyst types from USPTO. The task is: Predict which catalyst facilitates the given reaction. Reactant: [C:1]([O:5][C:6]([N:8]1[CH2:13][CH2:12][CH2:11][C@@H:10]([C:14]([OH:16])=O)[CH2:9]1)=[O:7])([CH3:4])([CH3:3])[CH3:2].Cl.[CH3:18][NH:19][O:20][CH3:21].CCN=C=NCCCN(C)C.Cl.C(N(C(C)C)CC)(C)C. Product: [CH3:21][O:20][N:19]([CH3:18])[C:14]([C@@H:10]1[CH2:11][CH2:12][CH2:13][N:8]([C:6]([O:5][C:1]([CH3:2])([CH3:3])[CH3:4])=[O:7])[CH2:9]1)=[O:16]. The catalyst class is: 317.